Dataset: Catalyst prediction with 721,799 reactions and 888 catalyst types from USPTO. Task: Predict which catalyst facilitates the given reaction. Reactant: C([O:3][C:4]([C:6]1[N:7]=[CH:8][N:9]2[C:14]3[CH:15]=[CH:16][CH:17]=[C:18]([CH2:19][CH2:20][N:21]4[CH2:26][CH2:25][N:24]([C:27]5[CH:36]=[CH:35][CH:34]=[C:33]6[C:28]=5[CH:29]=[CH:30][C:31]([C:37]([F:40])([F:39])[F:38])=[N:32]6)[CH2:23][CH2:22]4)[C:13]=3[O:12][CH2:11][C:10]=12)=O)C.[C-]#[N:42].[K+].N. Product: [F:38][C:37]([F:39])([F:40])[C:31]1[CH:30]=[CH:29][C:28]2[C:33](=[CH:34][CH:35]=[CH:36][C:27]=2[N:24]2[CH2:25][CH2:26][N:21]([CH2:20][CH2:19][C:18]3[C:13]4[O:12][CH2:11][C:10]5=[C:6]([C:4]([NH2:42])=[O:3])[N:7]=[CH:8][N:9]5[C:14]=4[CH:15]=[CH:16][CH:17]=3)[CH2:22][CH2:23]2)[N:32]=1. The catalyst class is: 5.